Dataset: Reaction yield outcomes from USPTO patents with 853,638 reactions. Task: Predict the reaction yield, written as a fraction of the theoretical maximum amount of product (1.0 means a 100% yield; for example, 0.34 means a 34% yield). (1) The reactants are [C:1]1([NH:7][C:8]2[CH:17]=[CH:16][C:11]([C:12]([O:14]C)=[O:13])=[CH:10][CH:9]=2)[CH:6]=[CH:5][CH:4]=[CH:3][CH:2]=1.[OH-].[Na+]. The catalyst is O.O1CCOCC1. The product is [C:1]1([NH:7][C:8]2[CH:17]=[CH:16][C:11]([C:12]([OH:14])=[O:13])=[CH:10][CH:9]=2)[CH:2]=[CH:3][CH:4]=[CH:5][CH:6]=1. The yield is 0.640. (2) The reactants are [N-:1]=[N+:2]=[N-:3].[Na+].Cl.C(N(CC)CC)C.[Cl:13][C:14]1[CH:19]=[CH:18][C:17]([N:20]2[C:28]([CH:29]([CH:41]3[CH2:46][CH2:45][CH2:44][CH2:43][CH2:42]3)[CH2:30][O:31][C:32]3[CH:39]=[CH:38][C:35]([C:36]#[N:37])=[CH:34][C:33]=3[F:40])=[C:27]3[C:22]([CH:23]=[CH:24][CH:25]=[CH:26]3)=[N:21]2)=[CH:16][CH:15]=1. The catalyst is CN(C=O)C. The product is [Cl:13][C:14]1[CH:19]=[CH:18][C:17]([N:20]2[C:28]([CH:29]([CH:41]3[CH2:46][CH2:45][CH2:44][CH2:43][CH2:42]3)[CH2:30][O:31][C:32]3[CH:39]=[CH:38][C:35]([C:36]4[N:1]=[N:2][NH:3][N:37]=4)=[CH:34][C:33]=3[F:40])=[C:27]3[C:22]([CH:23]=[CH:24][CH:25]=[CH:26]3)=[N:21]2)=[CH:16][CH:15]=1. The yield is 0.370. (3) The reactants are B(F)(F)F.CCOCC.C([NH2:13])(=O)C.[C:14]([C:18]1[CH:58]=[CH:57][C:21]([C:22]([NH:24][C@H:25]([C:53]([O:55][CH3:56])=[O:54])[CH2:26][C:27]2[CH:52]=[CH:51][C:30]([C:31]([O:33][CH2:34][C:35]([C:37]3[CH:42]=[CH:41][C:40]([O:43][CH2:44][CH2:45][CH2:46][CH2:47][CH2:48][CH2:49][CH3:50])=[CH:39][CH:38]=3)=O)=O)=[CH:29][CH:28]=2)=[O:23])=[CH:20][CH:19]=1)([CH3:17])([CH3:16])[CH3:15]. The catalyst is CC(=O)OCC. The product is [C:14]([C:18]1[CH:58]=[CH:57][C:21]([C:22]([NH:24][C@@H:25]([CH2:26][C:27]2[CH:52]=[CH:51][C:30]([C:31]3[O:33][CH:34]=[C:35]([C:37]4[CH:42]=[CH:41][C:40]([O:43][CH2:44][CH2:45][CH2:46][CH2:47][CH2:48][CH2:49][CH3:50])=[CH:39][CH:38]=4)[N:13]=3)=[CH:29][CH:28]=2)[C:53]([O:55][CH3:56])=[O:54])=[O:23])=[CH:20][CH:19]=1)([CH3:17])([CH3:16])[CH3:15]. The yield is 0.160. (4) The reactants are [F:1][C:2]1[CH:7]=[CH:6][CH:5]=[CH:4][C:3]=1B(O)O.Br[C:12]1[CH:24]=[CH:23][C:15]([C:16]([O:18][C:19]([CH3:22])([CH3:21])[CH3:20])=[O:17])=[CH:14][N:13]=1. The catalyst is C1(P(C2C=CC=CC=2)C2C=CC=CC=2)C=CC=CC=1.C1(P(C2C=CC=CC=2)C2C=CC=CC=2)C=CC=CC=1.C1(P(C2C=CC=CC=2)C2C=CC=CC=2)C=CC=CC=1.C1(P(C2C=CC=CC=2)C2C=CC=CC=2)C=CC=CC=1.[Pd]. The product is [F:1][C:2]1[CH:7]=[CH:6][CH:5]=[CH:4][C:3]=1[C:12]1[CH:24]=[CH:23][C:15]([C:16]([O:18][C:19]([CH3:20])([CH3:21])[CH3:22])=[O:17])=[CH:14][N:13]=1. The yield is 0.400.